Regression. Given a peptide amino acid sequence and an MHC pseudo amino acid sequence, predict their binding affinity value. This is MHC class I binding data. From a dataset of Peptide-MHC class I binding affinity with 185,985 pairs from IEDB/IMGT. (1) The binding affinity (normalized) is 0.744. The peptide sequence is RSYMSFWCK. The MHC is HLA-A03:01 with pseudo-sequence HLA-A03:01. (2) The peptide sequence is KPPKFRAFR. The MHC is HLA-B07:02 with pseudo-sequence HLA-B07:02. The binding affinity (normalized) is 0. (3) The peptide sequence is YISQFSYKEL. The MHC is HLA-A02:01 with pseudo-sequence HLA-A02:01. The binding affinity (normalized) is 0.427. (4) The peptide sequence is QIYPGIKVR. The MHC is HLA-A74:01 with pseudo-sequence YFAMYQENVAHTDVDTLYIMYQDYTWAVLAYTWY. The binding affinity (normalized) is 0.637. (5) The peptide sequence is RVYLNGIGK. The MHC is HLA-A02:01 with pseudo-sequence HLA-A02:01. The binding affinity (normalized) is 0.0847. (6) The peptide sequence is YIITCCLFA. The MHC is HLA-A02:01 with pseudo-sequence HLA-A02:01. The binding affinity (normalized) is 1.00. (7) The peptide sequence is ARIDARIDF. The MHC is HLA-B15:17 with pseudo-sequence HLA-B15:17. The binding affinity (normalized) is 0.249.